Dataset: Catalyst prediction with 721,799 reactions and 888 catalyst types from USPTO. Task: Predict which catalyst facilitates the given reaction. Reactant: [N:1]1[CH:6]=[CH:5][CH:4]=[C:3]([CH2:7][CH2:8][CH2:9][OH:10])[CH:2]=1.C[Si]([N-][Si](C)(C)C)(C)C.[Li+].[CH:21]1([NH:24][C:25]([C:27]2[S:40][C:30]3=[N:31][C:32](S(C)=O)=[C:33]([Cl:36])[C:34]([CH3:35])=[C:29]3[C:28]=2[NH2:41])=[O:26])[CH2:23][CH2:22]1. Product: [CH:21]1([NH:24][C:25]([C:27]2[S:40][C:30]3=[N:31][C:32]([O:10][CH2:9][CH2:8][CH2:7][C:3]4[CH:2]=[N:1][CH:6]=[CH:5][CH:4]=4)=[C:33]([Cl:36])[C:34]([CH3:35])=[C:29]3[C:28]=2[NH2:41])=[O:26])[CH2:23][CH2:22]1. The catalyst class is: 1.